This data is from Catalyst prediction with 721,799 reactions and 888 catalyst types from USPTO. The task is: Predict which catalyst facilitates the given reaction. (1) Product: [CH:1]1([S:4]([C:7]2[CH:12]=[CH:11][C:10]([CH:13]([C:21]3[NH:25][C:24]([C:26]4[S:27][CH:28]=[C:29]([CH:31]([OH:32])[CH2:35][OH:34])[N:30]=4)=[CH:23][CH:22]=3)[CH2:14][CH:15]3[CH2:20][CH2:19][O:18][CH2:17][CH2:16]3)=[CH:9][CH:8]=2)(=[O:5])=[O:6])[CH2:3][CH2:2]1. Reactant: [CH:1]1([S:4]([C:7]2[CH:12]=[CH:11][C:10]([CH:13]([C:21]3[NH:25][C:24]([C:26]4[S:27][CH:28]=[C:29]([CH:31]5[CH2:35][O:34]C(C)(C)[O:32]5)[N:30]=4)=[CH:23][CH:22]=3)[CH2:14][CH:15]3[CH2:20][CH2:19][O:18][CH2:17][CH2:16]3)=[CH:9][CH:8]=2)(=[O:6])=[O:5])[CH2:3][CH2:2]1.Cl.C(=O)([O-])O.[Na+]. The catalyst class is: 7. (2) Reactant: [F:1][C:2]1[CH:27]=[CH:26][CH:25]=[C:24]([F:28])[C:3]=1[C:4]([NH:6][C:7]1[S:8][C:9]([C:14]2[CH:19]=[CH:18][CH:17]=[C:16]([C:20]([F:23])([F:22])[F:21])[CH:15]=2)=[C:10]([CH:12]=O)[N:11]=1)=[O:5].Cl.[NH2:30][OH:31].N1C=CC=CC=1. Product: [F:1][C:2]1[CH:27]=[CH:26][CH:25]=[C:24]([F:28])[C:3]=1[C:4]([NH:6][C:7]1[S:8][C:9]([C:14]2[CH:19]=[CH:18][CH:17]=[C:16]([C:20]([F:23])([F:22])[F:21])[CH:15]=2)=[C:10](/[CH:12]=[N:30]\[OH:31])[N:11]=1)=[O:5]. The catalyst class is: 271.